The task is: Predict the product of the given reaction.. This data is from Forward reaction prediction with 1.9M reactions from USPTO patents (1976-2016). Given the reactants Cl[C:2]1[C:7]2[N:8]=[C:9]([N:19]3[CH2:24][CH2:23][O:22][CH2:21][CH2:20]3)[N:10]=[C:11]([C:12]3[CH:17]=[CH:16][CH:15]=[C:14]([OH:18])[CH:13]=3)[C:6]=2[N:5]=[C:4]([C:25]([OH:27])=[O:26])[CH:3]=1.[NH2:28][CH2:29][CH2:30][OH:31], predict the reaction product. The product is: [OH:31][CH2:30][CH2:29][NH:28][C:2]1[C:7]2[N:8]=[C:9]([N:19]3[CH2:24][CH2:23][O:22][CH2:21][CH2:20]3)[N:10]=[C:11]([C:12]3[CH:17]=[CH:16][CH:15]=[C:14]([OH:18])[CH:13]=3)[C:6]=2[N:5]=[C:4]([C:25]([OH:27])=[O:26])[CH:3]=1.